Dataset: Reaction yield outcomes from USPTO patents with 853,638 reactions. Task: Predict the reaction yield, written as a fraction of the theoretical maximum amount of product (1.0 means a 100% yield; for example, 0.34 means a 34% yield). (1) The reactants are [CH:1]([S:4]([C:7]1[CH:12]=[CH:11][C:10]([N+:13]([O-])=O)=[CH:9][C:8]=1[C:16]1[N:17]([C:21]([O:23][C:24]([CH3:27])([CH3:26])[CH3:25])=[O:22])[CH:18]=[CH:19][CH:20]=1)(=[O:6])=[O:5])([CH3:3])[CH3:2]. The catalyst is C(O)C.Cl.[Pt]=O. The product is [NH2:13][C:10]1[CH:11]=[CH:12][C:7]([S:4]([CH:1]([CH3:3])[CH3:2])(=[O:6])=[O:5])=[C:8]([CH:16]2[CH2:20][CH2:19][CH2:18][N:17]2[C:21]([O:23][C:24]([CH3:27])([CH3:25])[CH3:26])=[O:22])[CH:9]=1. The yield is 0.880. (2) The reactants are O[C:2]1[C:7]([NH:8][C:9](=[O:17])[C:10]2[CH:15]=[CH:14][C:13]([F:16])=[CH:12][CH:11]=2)=[C:6](O)[N:5]=[CH:4][N:3]=1.C(N(C(C)C)CC)(C)C.O=P(Cl)(Cl)[Cl:30]. No catalyst specified. The product is [Cl:30][C:6]1[C:7]2[N:8]=[C:9]([C:10]3[CH:11]=[CH:12][C:13]([F:16])=[CH:14][CH:15]=3)[O:17][C:2]=2[N:3]=[CH:4][N:5]=1. The yield is 0.300. (3) The reactants are [F:1][C:2]([F:9])([F:8])[C:3]([O:5]CC)=O.[C:10]([C:13]1[CH:23]=[C:22]([Br:24])[C:16]2[O:17][CH2:18][C:19](=[O:21])[NH:20][C:15]=2[CH:14]=1)(=[O:12])[CH3:11]. No catalyst specified. The product is [Br:24][C:22]1[C:16]2[O:17][CH2:18][C:19](=[O:21])[NH:20][C:15]=2[CH:14]=[C:13]([C:10](=[O:12])[CH2:11][C:3](=[O:5])[C:2]([F:1])([F:8])[F:9])[CH:23]=1. The yield is 0.190. (4) The reactants are [N:1]12[CH2:8][CH2:7][C:4]([C:9]([C:16]3[S:17][CH:18]=[CH:19][CH:20]=3)([C:11]3[S:12][CH:13]=[CH:14][CH:15]=3)[OH:10])([CH2:5][CH2:6]1)[CH2:3][CH2:2]2.[Br:21][CH2:22][CH2:23][CH2:24][C:25]1[CH:30]=[CH:29][CH:28]=[CH:27][CH:26]=1. The catalyst is CO. The product is [Br-:21].[OH:10][C:9]([C:16]1[S:17][CH:18]=[CH:19][CH:20]=1)([C:11]1[S:12][CH:13]=[CH:14][CH:15]=1)[C:4]12[CH2:5][CH2:6][N+:1]([CH2:22][CH2:23][CH2:24][C:25]3[CH:30]=[CH:29][CH:28]=[CH:27][CH:26]=3)([CH2:8][CH2:7]1)[CH2:2][CH2:3]2. The yield is 0.623. (5) The reactants are Br[C:2]1[CH:3]=[C:4]([N:8]2[C:16]3[C:11](=[CH:12][CH:13]=[C:14]([C:17]#[N:18])[CH:15]=3)[C:10]([C:19]([O:21][CH3:22])=[O:20])=[N:9]2)[CH:5]=[CH:6][CH:7]=1.[C:23]([C@:25]1([OH:32])[CH2:29][CH2:28][N:27]([CH3:30])[C:26]1=[O:31])#[CH:24]. No catalyst specified. The product is [C:17]([C:14]1[CH:15]=[C:16]2[C:11]([C:10]([C:19]([O:21][CH3:22])=[O:20])=[N:9][N:8]2[C:4]2[CH:5]=[CH:6][CH:7]=[C:2]([C:24]#[C:23][C@:25]3([OH:32])[CH2:29][CH2:28][N:27]([CH3:30])[C:26]3=[O:31])[CH:3]=2)=[CH:12][CH:13]=1)#[N:18]. The yield is 0.780.